Dataset: Full USPTO retrosynthesis dataset with 1.9M reactions from patents (1976-2016). Task: Predict the reactants needed to synthesize the given product. (1) Given the product [ClH:30].[F:1][C@@:2]([CH:17]1[CH2:18][CH2:19][NH:20][CH2:21][CH2:22]1)([S:4]([C:7]1[N:11]([CH3:12])[N:10]=[C:9]([C:13]([F:14])([F:15])[F:16])[CH:8]=1)(=[O:6])=[O:5])[CH3:3], predict the reactants needed to synthesize it. The reactants are: [F:1][C@@:2]([CH:17]1[CH2:22][CH2:21][N:20](C(OC(C)(C)C)=O)[CH2:19][CH2:18]1)([S:4]([C:7]1[N:11]([CH3:12])[N:10]=[C:9]([C:13]([F:16])([F:15])[F:14])[CH:8]=1)(=[O:6])=[O:5])[CH3:3].[ClH:30]. (2) Given the product [CH3:11][N:8]1[C:9]2[CH:10]=[C:2]([N:34]3[CH2:35][CH2:36][N:31]([C:28]4[CH:27]=[CH:26][C:25]([C:24]([F:38])([F:39])[F:23])=[CH:30][N:29]=4)[CH2:32][C:33]3=[O:37])[CH:3]=[CH:4][C:5]=2[C:6]2[CH2:15][N:14]([C:16]([O:18][C:19]([CH3:22])([CH3:21])[CH3:20])=[O:17])[CH2:13][CH2:12][C:7]1=2, predict the reactants needed to synthesize it. The reactants are: Br[C:2]1[CH:3]=[CH:4][C:5]2[C:6]3[CH2:15][N:14]([C:16]([O:18][C:19]([CH3:22])([CH3:21])[CH3:20])=[O:17])[CH2:13][CH2:12][C:7]=3[N:8]([CH3:11])[C:9]=2[CH:10]=1.[F:23][C:24]([F:39])([F:38])[C:25]1[CH:26]=[CH:27][C:28]([N:31]2[CH2:36][CH2:35][NH:34][C:33](=[O:37])[CH2:32]2)=[N:29][CH:30]=1. (3) Given the product [S:14]([C:4]1[CH:5]=[C:6]2[C:10](=[CH:11][C:3]=1[C:2]([F:1])([F:12])[F:13])[NH:9][CH2:8][CH2:7]2)[C:15]#[N:16], predict the reactants needed to synthesize it. The reactants are: [F:1][C:2]([F:13])([F:12])[C:3]1[CH:11]=[C:10]2[C:6]([CH2:7][CH2:8][NH:9]2)=[CH:5][CH:4]=1.[S-:14][C:15]#[N:16].[K+].BrBr. (4) The reactants are: [C:1]([OH:10])(=O)/[CH:2]=[CH:3]/[CH2:4][CH2:5][CH2:6][CH2:7][CH3:8].[CH3:11][O:12][C:13](=[O:20])[C@@H:14]([CH2:16][CH:17]([CH3:19])[CH3:18])[NH2:15]. Given the product [CH3:18][CH:17]([CH3:19])[CH2:16][C@@H:14]([NH:15][C:1](=[O:10])/[CH:2]=[CH:3]/[CH2:4][CH2:5][CH2:6][CH2:7][CH3:8])[C:13]([O:12][CH3:11])=[O:20], predict the reactants needed to synthesize it. (5) Given the product [CH:8]1([C:5]2[N:4]=[CH:3][C:2]([C:12]#[C:11][C:13]3[CH2:14][CH2:15][N:16]([S:19]([CH2:22][C@@:32]4([CH3:31])[NH:33][C:40](=[O:46])[NH:39][C:41]4=[O:42])(=[O:20])=[O:21])[CH2:17][CH:18]=3)=[CH:7][N:6]=2)[CH2:10][CH2:9]1, predict the reactants needed to synthesize it. The reactants are: Br[C:2]1[CH:3]=[N:4][C:5]([CH:8]2[CH2:10][CH2:9]2)=[N:6][CH:7]=1.[C:11]([C:13]1[CH2:14][CH2:15][N:16]([S:19]([CH2:22]N2C(C)C(=O)NC2=O)(=[O:21])=[O:20])[CH2:17][CH:18]=1)#[CH:12].[CH3:31][CH2:32][N:33](CC)CC.C[N:39]([CH:41]=[O:42])[CH3:40].C1C[O:46]CC1. (6) Given the product [CH3:12][C:9]1[CH:10]=[C:11]2[C:6](=[CH:7][CH:8]=1)[NH:5][N:4]=[C:3]2[C:1]1[N:15]=[N:14][N:13]([C:16]2[CH:17]=[CH:18][C:19]([C:20]([N:22]3[CH2:23][CH2:24][O:25][CH2:26][CH2:27]3)=[O:21])=[CH:28][CH:29]=2)[CH:2]=1, predict the reactants needed to synthesize it. The reactants are: [C:1]([C:3]1[C:11]2[C:6](=[CH:7][CH:8]=[C:9]([CH3:12])[CH:10]=2)[NH:5][N:4]=1)#[CH:2].[N:13]([C:16]1[CH:29]=[CH:28][C:19]([C:20]([N:22]2[CH2:27][CH2:26][O:25][CH2:24][CH2:23]2)=[O:21])=[CH:18][CH:17]=1)=[N+:14]=[N-:15].Cl. (7) Given the product [CH3:2][O:3][C:4](=[O:22])[C@H:5]([CH2:7][C:8]1[CH:9]=[CH:10][C:11]([C:14]2[C:15](=[O:21])[N:16]([CH3:20])[CH:17]=[CH:18][CH:19]=2)=[CH:12][CH:13]=1)[NH:6][C:26]([C:25]1[C:29]([CH3:33])=[CH:30][CH:31]=[CH:32][C:24]=1[Cl:23])=[O:27], predict the reactants needed to synthesize it. The reactants are: Cl.[CH3:2][O:3][C:4](=[O:22])[C@H:5]([CH2:7][C:8]1[CH:13]=[CH:12][C:11]([C:14]2[C:15](=[O:21])[N:16]([CH3:20])[CH:17]=[CH:18][CH:19]=2)=[CH:10][CH:9]=1)[NH2:6].[Cl:23][C:24]1[CH:32]=[CH:31][CH:30]=[C:29]([CH3:33])[C:25]=1[C:26](O)=[O:27].CN(C(ON1N=NC2C=CC=CC1=2)=[N+](C)C)C.F[P-](F)(F)(F)(F)F.CCN(C(C)C)C(C)C. (8) Given the product [CH:51]([O:30][C@H:27]1[CH2:28][CH2:29][C@H:24]([NH:23][C:12]2[N:13]=[C:14]([CH2:16][C:17]3[CH:18]=[CH:19][CH:20]=[CH:21][CH:22]=3)[CH:15]=[C:10]([NH:9][C:7]3[S:8][C:4]4[CH:3]=[C:2]([C:36]5[CH:37]=[CH:38][N:33]=[CH:34][CH:35]=5)[CH:32]=[CH:31][C:5]=4[N:6]=3)[N:11]=2)[CH2:25][CH2:26]1)=[O:50], predict the reactants needed to synthesize it. The reactants are: Br[C:2]1[CH:32]=[CH:31][C:5]2[N:6]=[C:7]([NH:9][C:10]3[CH:15]=[C:14]([CH2:16][C:17]4[CH:22]=[CH:21][CH:20]=[CH:19][CH:18]=4)[N:13]=[C:12]([NH:23][C@H:24]4[CH2:29][CH2:28][C@H:27]([OH:30])[CH2:26][CH2:25]4)[N:11]=3)[S:8][C:4]=2[CH:3]=1.[N:33]1[CH:38]=[CH:37][C:36](B(O)O)=[CH:35][CH:34]=1.P([O-])([O-])([O-])=O.[K+].[K+].[K+].[O:50]1CCOC[CH2:51]1. (9) Given the product [Br:8][C:9]1[CH:10]=[C:6]2[C:2]([CH3:1])=[N:3][NH:4][C:5]2=[N:7][CH:12]=1, predict the reactants needed to synthesize it. The reactants are: [CH3:1][C:2]1[CH:6]=[C:5]([NH2:7])[NH:4][N:3]=1.[Br:8][CH:9]([CH:12]=O)[CH:10]=O.